From a dataset of CYP2D6 inhibition data for predicting drug metabolism from PubChem BioAssay. Regression/Classification. Given a drug SMILES string, predict its absorption, distribution, metabolism, or excretion properties. Task type varies by dataset: regression for continuous measurements (e.g., permeability, clearance, half-life) or binary classification for categorical outcomes (e.g., BBB penetration, CYP inhibition). Dataset: cyp2d6_veith. (1) The molecule is COc1cc(/C=N/NC(=O)CN2CC(c3ccccc3)CC2=O)ccc1OC(=O)N(C)C. The result is 0 (non-inhibitor). (2) The compound is CCCS(=O)(=O)N1CCCC(C(=O)NCc2cccnc2)C1. The result is 0 (non-inhibitor). (3) The drug is COc1ccc(C2C(Oc3ccccc3)C(=O)N2c2cc(C)ccc2C)cc1OC. The result is 0 (non-inhibitor). (4) The result is 0 (non-inhibitor). The compound is Cc1noc(C)c1C(=O)N1CCC2(CCN(Cc3ccncc3)CC2)CC1. (5) The drug is Cc1ccccc1Oc1ccc(-c2nc(N)nc(N)n2)cc1. The result is 0 (non-inhibitor). (6) The drug is CC(=O)N(CC(=O)O)c1ccccc1C(=O)O. The result is 0 (non-inhibitor).